Dataset: Full USPTO retrosynthesis dataset with 1.9M reactions from patents (1976-2016). Task: Predict the reactants needed to synthesize the given product. Given the product [Cl:30][C:16]1[C:15]2[C:20](=[CH:21][CH:22]=[C:13]([C:5]([OH:6])([C:7]3[N:11]([CH3:12])[N:10]=[N:9][CH:8]=3)[CH:3]3[CH2:4][N:1]([C:38](=[O:40])[CH3:39])[CH2:2]3)[CH:14]=2)[N:19]=[C:18]([CH2:23][CH3:24])[C:17]=1[O:25][CH2:26][CH:27]1[CH2:29][CH2:28]1, predict the reactants needed to synthesize it. The reactants are: [NH:1]1[CH2:4][CH:3]([C:5]([C:13]2[CH:14]=[C:15]3[C:20](=[CH:21][CH:22]=2)[N:19]=[C:18]([CH2:23][CH3:24])[C:17]([O:25][CH2:26][CH:27]2[CH2:29][CH2:28]2)=[C:16]3[Cl:30])([C:7]2[N:11]([CH3:12])[N:10]=[N:9][CH:8]=2)[OH:6])[CH2:2]1.CCN(CC)CC.[C:38](OC(=O)C)(=[O:40])[CH3:39].